From a dataset of NCI-60 drug combinations with 297,098 pairs across 59 cell lines. Regression. Given two drug SMILES strings and cell line genomic features, predict the synergy score measuring deviation from expected non-interaction effect. Drug 1: C1CCN(CC1)CCOC2=CC=C(C=C2)C(=O)C3=C(SC4=C3C=CC(=C4)O)C5=CC=C(C=C5)O. Drug 2: C1CC(=O)NC(=O)C1N2C(=O)C3=CC=CC=C3C2=O. Cell line: SNB-75. Synergy scores: CSS=2.90, Synergy_ZIP=-2.73, Synergy_Bliss=-2.76, Synergy_Loewe=-0.658, Synergy_HSA=-0.700.